Dataset: Peptide-MHC class I binding affinity with 185,985 pairs from IEDB/IMGT. Task: Regression. Given a peptide amino acid sequence and an MHC pseudo amino acid sequence, predict their binding affinity value. This is MHC class I binding data. (1) The peptide sequence is AMPKTIYEL. The binding affinity (normalized) is 0.0847. The MHC is HLA-B51:01 with pseudo-sequence HLA-B51:01. (2) The peptide sequence is ALSEGVYRI. The MHC is HLA-A02:01 with pseudo-sequence HLA-A02:01. The binding affinity (normalized) is 0.902. (3) The peptide sequence is FTFDNSKFV. The MHC is HLA-A02:11 with pseudo-sequence HLA-A02:11. The binding affinity (normalized) is 1.00. (4) The peptide sequence is MTQNISNDK. The MHC is HLA-A68:02 with pseudo-sequence HLA-A68:02. The binding affinity (normalized) is 0.0847. (5) The peptide sequence is CSDDGFWSK. The MHC is HLA-B58:01 with pseudo-sequence HLA-B58:01. The binding affinity (normalized) is 0.0847. (6) The peptide sequence is NLWNGIVPT. The MHC is HLA-A02:06 with pseudo-sequence HLA-A02:06. The binding affinity (normalized) is 0.430. (7) The peptide sequence is CAAYYFMKFR. The MHC is HLA-A68:01 with pseudo-sequence HLA-A68:01. The binding affinity (normalized) is 0.607.